This data is from Reaction yield outcomes from USPTO patents with 853,638 reactions. The task is: Predict the reaction yield, written as a fraction of the theoretical maximum amount of product (1.0 means a 100% yield; for example, 0.34 means a 34% yield). The yield is 0.770. The product is [CH3:11][C:8]1([CH3:12])[C:7](=[O:13])[C:5]2[CH:6]=[C:2]([C:17]3[CH:18]=[CH:19][N:14]=[CH:15][CH:16]=3)[S:3][C:4]=2[CH2:10][CH2:9]1. The reactants are Br[C:2]1[S:3][C:4]2[CH2:10][CH2:9][C:8]([CH3:12])([CH3:11])[C:7](=[O:13])[C:5]=2[CH:6]=1.[N:14]1[CH:19]=[CH:18][C:17](B(O)O)=[CH:16][CH:15]=1.ClCCl.O1CCOCC1.C(=O)([O-])[O-].[Cs+].[Cs+]. The catalyst is CCOC(C)=O.C1C=CC(P(C2C=CC=CC=2)[C-]2C=CC=C2)=CC=1.C1C=CC(P(C2C=CC=CC=2)[C-]2C=CC=C2)=CC=1.Cl[Pd]Cl.[Fe+2].O.